Dataset: TCR-epitope binding with 47,182 pairs between 192 epitopes and 23,139 TCRs. Task: Binary Classification. Given a T-cell receptor sequence (or CDR3 region) and an epitope sequence, predict whether binding occurs between them. (1) The epitope is GTSGSPIVNR. The TCR CDR3 sequence is CASSLGGGGKYTGELFF. Result: 0 (the TCR does not bind to the epitope). (2) The epitope is FLASKIGRLV. The TCR CDR3 sequence is CASGLGRNQPQHF. Result: 0 (the TCR does not bind to the epitope). (3) The epitope is KMQRMLLEK. The TCR CDR3 sequence is CASSLEGDTQYF. Result: 1 (the TCR binds to the epitope). (4) The epitope is VLWAHGFEL. The TCR CDR3 sequence is CASSLVGVSKDNEQFF. Result: 0 (the TCR does not bind to the epitope). (5) The epitope is KLVALGINAV. The TCR CDR3 sequence is CASSLFRGFTGELFF. Result: 0 (the TCR does not bind to the epitope).